The task is: Predict the reactants needed to synthesize the given product.. This data is from Full USPTO retrosynthesis dataset with 1.9M reactions from patents (1976-2016). (1) The reactants are: [Br:1][C:2]1[CH:3]=[CH:4][C:5]([CH2:8][C:9]([OH:11])=O)=[N:6][CH:7]=1.[NH2:12][C:13]1[CH:18]=[C:17]([C:19]([C:21]2[C:25]3[CH:26]=[N:27][CH:28]=[CH:29][C:24]=3[N:23]([CH:30]([CH3:32])[CH3:31])[CH:22]=2)=[O:20])[CH:16]=[CH:15][N:14]=1.CCCP(=O)=O.C(N(CC)CC)C. Given the product [Br:1][C:2]1[CH:3]=[CH:4][C:5]([CH2:8][C:9]([NH:12][C:13]2[CH:18]=[C:17]([C:19]([C:21]3[C:25]4[CH:26]=[N:27][CH:28]=[CH:29][C:24]=4[N:23]([CH:30]([CH3:32])[CH3:31])[CH:22]=3)=[O:20])[CH:16]=[CH:15][N:14]=2)=[O:11])=[N:6][CH:7]=1, predict the reactants needed to synthesize it. (2) Given the product [Br:19][C:15]1[C:14]([I:20])=[C:13]([CH3:21])[C:9]2[C:10](=[O:12])[O:11][C:22]([C:23]([CH3:26])([CH3:25])[CH3:24])=[N:7][C:8]=2[C:16]=1[O:17][CH3:18], predict the reactants needed to synthesize it. The reactants are: C1C=CC=CC=1.[NH2:7][C:8]1[C:16]([O:17][CH3:18])=[C:15]([Br:19])[C:14]([I:20])=[C:13]([CH3:21])[C:9]=1[C:10]([OH:12])=[O:11].[C:22](Cl)(=O)[C:23]([CH3:26])([CH3:25])[CH3:24].N1C=CC=CC=1. (3) Given the product [CH3:9][C:10]1([C:20]2[CH:21]=[C:22]([CH3:26])[CH:23]=[CH:24][CH:25]=2)[CH2:18][C:17]2[C:12](=[CH:13][CH:14]=[CH:15][CH:16]=2)[C:11]1([CH:5]1[CH2:6][CH2:7][N:2]([CH3:1])[CH2:3][CH2:4]1)[OH:19], predict the reactants needed to synthesize it. The reactants are: [CH3:1][N:2]1[CH2:7][CH2:6][CH:5](Cl)[CH2:4][CH2:3]1.[CH3:9][C:10]1([C:20]2[CH:21]=[C:22]([CH3:26])[CH:23]=[CH:24][CH:25]=2)[CH2:18][C:17]2[C:12](=[CH:13][CH:14]=[CH:15][CH:16]=2)[C:11]1=[O:19].Cl.